Dataset: Forward reaction prediction with 1.9M reactions from USPTO patents (1976-2016). Task: Predict the product of the given reaction. (1) The product is: [I:1][C:2]1[C:3]([C:7]2[CH:12]=[CH:11][CH:10]=[C:9]([N+:13]([O-:15])=[O:14])[CH:8]=2)=[N:4][N:5]([CH2:28][C:27]2[CH:30]=[CH:31][C:24]([O:23][CH3:22])=[CH:25][CH:26]=2)[CH:6]=1. Given the reactants [I:1][C:2]1[C:3]([C:7]2[CH:12]=[CH:11][CH:10]=[C:9]([N+:13]([O-:15])=[O:14])[CH:8]=2)=[N:4][NH:5][CH:6]=1.C(=O)([O-])[O-].[Cs+].[Cs+].[CH3:22][O:23][C:24]1[CH:31]=[CH:30][C:27]([CH2:28]Cl)=[CH:26][CH:25]=1.O, predict the reaction product. (2) Given the reactants [CH3:1][O:2][C:3]1[CH:8]=[C:7]([O:9][CH3:10])[N:6]=[CH:5][N:4]=1.[CH3:11][O:12][C:13]1[CH:14]=[C:15]([CH:39]=[C:40]([O:42][CH3:43])[CH:41]=1)[CH2:16][N:17]1[C:23]2[CH:24]=[CH:25][CH:26]=[CH:27][C:22]=2[C:21]2([C:32]3[CH:37]=[CH:36][CH:35]=[CH:34][CH:33]=3)[CH:28]([OH:31])[C:29](=[O:30])[N:20]2[CH2:19][C:18]1=[O:38], predict the reaction product. The product is: [CH3:43][O:42][C:40]1[CH:39]=[C:15]([CH:14]=[C:13]([O:12][CH3:11])[CH:41]=1)[CH2:16][N:17]1[C:23]2[CH:24]=[CH:25][CH:26]=[CH:27][C:22]=2[C:21]2([C:32]3[CH:37]=[CH:36][CH:35]=[CH:34][CH:33]=3)[CH:28]([O:31][C:5]3[N:6]=[C:7]([O:9][CH3:10])[CH:8]=[C:3]([O:2][CH3:1])[N:4]=3)[C:29](=[O:30])[N:20]2[CH2:19][C:18]1=[O:38]. (3) Given the reactants [NH2:1][C:2]([CH2:21][CH2:22][C:23]([O:25][C:26]([CH3:29])([CH3:28])[CH3:27])=[O:24])([CH2:12][CH2:13][C:14]([O:16][C:17]([CH3:20])([CH3:19])[CH3:18])=[O:15])[CH2:3][CH2:4][C:5]([O:7][C:8]([CH3:11])([CH3:10])[CH3:9])=[O:6].[Br:30][CH2:31][C:32](Br)=[O:33].CCN(CC)CC, predict the reaction product. The product is: [Br:30][CH2:31][C:32]([NH:1][C:2]([CH2:12][CH2:13][C:14]([O:16][C:17]([CH3:18])([CH3:19])[CH3:20])=[O:15])([CH2:3][CH2:4][C:5]([O:7][C:8]([CH3:11])([CH3:9])[CH3:10])=[O:6])[CH2:21][CH2:22][C:23]([O:25][C:26]([CH3:29])([CH3:28])[CH3:27])=[O:24])=[O:33]. (4) Given the reactants [C:1](Cl)(=[O:3])[CH3:2].[Cl:5][C:6]1[CH:7]=[C:8]([C:13]2[NH:17][C:16]([C:18]([F:21])([F:20])[F:19])=[N:15][C:14]=2[C:22]2[CH:27]=[CH:26][C:25]([S:28]([CH3:31])(=[O:30])=[O:29])=[CH:24][CH:23]=2)[CH:9]=[C:10]([CH3:12])[CH:11]=1.C(N(CC)CC)C, predict the reaction product. The product is: [Cl:5][C:6]1[CH:7]=[C:8]([C:13]2[N:17]([C:1](=[O:3])[CH3:2])[C:16]([C:18]([F:21])([F:19])[F:20])=[N:15][C:14]=2[C:22]2[CH:23]=[CH:24][C:25]([S:28]([CH3:31])(=[O:29])=[O:30])=[CH:26][CH:27]=2)[CH:9]=[C:10]([CH3:12])[CH:11]=1. (5) Given the reactants [Br:1][C:2]1[CH:3]=[C:4]([CH2:21][C:22]([O:24]CC)=[O:23])[CH:5]=[CH:6][C:7]=1[NH:8][C:9]([C:11]1[C:20]2[C:15](=[CH:16][CH:17]=[CH:18][CH:19]=2)[CH:14]=[CH:13][N:12]=1)=[O:10].[OH-].[Na+].Cl, predict the reaction product. The product is: [Br:1][C:2]1[CH:3]=[C:4]([CH2:21][C:22]([OH:24])=[O:23])[CH:5]=[CH:6][C:7]=1[NH:8][C:9]([C:11]1[C:20]2[C:15](=[CH:16][CH:17]=[CH:18][CH:19]=2)[CH:14]=[CH:13][N:12]=1)=[O:10]. (6) Given the reactants [I-:1].C([N:9]1[CH2:15][CH2:14][CH2:13][N:12]([C:16]2[CH:17]=[C:18]([CH2:45][CH3:46])[C:19]3[C:28]([CH:29]=2)=[S+:27][C:26]2[C:21](=[C:22]([CH3:44])[CH:23]=[C:24]([N:30]4[CH2:36][CH2:35][CH2:34][N:33](C(OC(C)(C)C)=O)[CH2:32][CH2:31]4)[CH:25]=2)[N:20]=3)[CH2:11][CH2:10]1)(OC(C)(C)C)=O, predict the reaction product. The product is: [I-:1].[N:12]1([C:16]2[CH:17]=[C:18]([CH2:45][CH3:46])[C:19]3[C:28]([CH:29]=2)=[S+:27][C:26]2[C:21](=[C:22]([CH3:44])[CH:23]=[C:24]([N:30]4[CH2:36][CH2:35][CH2:34][NH:33][CH2:32][CH2:31]4)[CH:25]=2)[N:20]=3)[CH2:13][CH2:14][CH2:15][NH:9][CH2:10][CH2:11]1. (7) Given the reactants [H-].[Na+].[F:3][C:4]([F:18])([F:17])[C:5]1[CH:10]=[CH:9][N:8]=[C:7]([C:11]2[NH:12][O:13][C:14](=[O:16])[N:15]=2)[CH:6]=1.I[CH3:20].[Cl-].[NH4+], predict the reaction product. The product is: [CH3:20][N:15]1[C:14](=[O:16])[O:13][N:12]=[C:11]1[C:7]1[CH:6]=[C:5]([C:4]([F:3])([F:17])[F:18])[CH:10]=[CH:9][N:8]=1. (8) Given the reactants ClC1N(CC2C=CC=CC=2C#N)C(=O)NC(=O)C=1.C(O)(=O)C1C=CC=CC=1.[NH2:28][CH:29]1[CH2:34][CH2:33][CH2:32][N:31]([C:35]2[N:40]([CH2:41][C:42]3[CH:49]=[CH:48][CH:47]=[CH:46][C:43]=3[C:44]#[N:45])[C:39](=[O:50])[N:38](C)[C:37](=[O:52])[CH:36]=2)[CH2:30]1, predict the reaction product. The product is: [NH2:28][C@@H:29]1[CH2:34][CH2:33][CH2:32][N:31]([C:35]2[N:40]([CH2:41][C:42]3[CH:49]=[CH:48][CH:47]=[CH:46][C:43]=3[C:44]#[N:45])[C:39](=[O:50])[NH:38][C:37](=[O:52])[CH:36]=2)[CH2:30]1. (9) Given the reactants [F:1][C:2]([F:17])([F:16])[C:3]1[CH:15]=[CH:14][C:6]2[O:7][C@H:8]([C:11]([OH:13])=O)[CH2:9][O:10][C:5]=2[CH:4]=1.C(Cl)(=O)C(Cl)=O.Cl.[NH:25]1[C:33]2[C:28](=[CH:29][C:30]([C@H:34]([NH2:36])[CH3:35])=[CH:31][CH:32]=2)[CH:27]=[N:26]1.C(N(CC)C(C)C)(C)C.C([O-])(O)=O.[Na+], predict the reaction product. The product is: [NH:25]1[C:33]2[C:28](=[CH:29][C:30]([C@H:34]([NH:36][C:11]([C@H:8]3[O:7][C:6]4[CH:14]=[CH:15][C:3]([C:2]([F:1])([F:17])[F:16])=[CH:4][C:5]=4[O:10][CH2:9]3)=[O:13])[CH3:35])=[CH:31][CH:32]=2)[CH:27]=[N:26]1.